Dataset: Peptide-MHC class I binding affinity with 185,985 pairs from IEDB/IMGT. Task: Regression. Given a peptide amino acid sequence and an MHC pseudo amino acid sequence, predict their binding affinity value. This is MHC class I binding data. (1) The peptide sequence is DRFGLAESL. The MHC is Mamu-B1001 with pseudo-sequence Mamu-B1001. The binding affinity (normalized) is 0.501. (2) The peptide sequence is FPVKPQVPL. The MHC is HLA-A02:02 with pseudo-sequence HLA-A02:02. The binding affinity (normalized) is 0.